Dataset: Reaction yield outcomes from USPTO patents with 853,638 reactions. Task: Predict the reaction yield, written as a fraction of the theoretical maximum amount of product (1.0 means a 100% yield; for example, 0.34 means a 34% yield). The reactants are [CH2:1]([O:8][NH:9][C@H:10]1[CH2:15][N:14]([C:16]([O:18][CH2:19][CH2:20][Si:21]([CH3:24])([CH3:23])[CH3:22])=[O:17])[C@H:13]([C:25]([OH:27])=O)[CH2:12][CH2:11]1)[C:2]1[CH:7]=[CH:6][CH:5]=[CH:4][CH:3]=1.[NH2:28][O:29][CH2:30][CH2:31][NH:32][C:33](=[O:39])[O:34][C:35]([CH3:38])([CH3:37])[CH3:36].ON1C2C=CC=CC=2N=N1.Cl.C(N=C=NCCCN(C)C)C. The catalyst is CN(C)C=O.O. The product is [C:35]([O:34][C:33]([NH:32][CH2:31][CH2:30][O:29][NH:28][C:25]([C@@H:13]1[CH2:12][CH2:11][C@@H:10]([NH:9][O:8][CH2:1][C:2]2[CH:3]=[CH:4][CH:5]=[CH:6][CH:7]=2)[CH2:15][N:14]1[C:16]([O:18][CH2:19][CH2:20][Si:21]([CH3:24])([CH3:22])[CH3:23])=[O:17])=[O:27])=[O:39])([CH3:38])([CH3:36])[CH3:37]. The yield is 0.540.